Dataset: Catalyst prediction with 721,799 reactions and 888 catalyst types from USPTO. Task: Predict which catalyst facilitates the given reaction. (1) Reactant: C([C@H:8]1[N:13]([C:14]([C:16]2[N:17]=[CH:18][N:19]([CH:27]3[CH2:34][CH2:33][CH2:32][CH2:31][C:28]43[O:30][CH2:29]4)[C:20]=2[C:21]2[CH:26]=[CH:25][CH:24]=[CH:23][CH:22]=2)=[O:15])[CH2:12][CH2:11][N:10](C(OC(C)(C)C)=O)[CH2:9]1)C1C=CC=CC=1.[O-:42][CH2:43][CH3:44].[Na+].[C:46](=[O:49])(O)[O-:47].[Na+]. Product: [CH2:20]([C@H:8]1[N:13]([C:14]([C:16]2[N:17]=[CH:18][N:19]([CH:27]3[CH2:34][CH2:33][CH2:32][CH2:31][C:28]3([CH2:29][O:42][CH2:43][CH3:44])[OH:30])[C:20]=2[C:21]2[CH:22]=[CH:23][CH:24]=[CH:25][CH:26]=2)=[O:15])[CH2:12][CH2:11][N:10]([C:46]([O:47][C:28]([CH3:31])([CH3:29])[CH3:27])=[O:49])[CH2:9]1)[C:21]1[CH:22]=[CH:23][CH:24]=[CH:25][CH:26]=1. The catalyst class is: 3. (2) Reactant: [O:1]1[C:5]2([CH2:10][CH2:9][C:8](=O)[CH2:7][CH2:6]2)[O:4][CH2:3][CH2:2]1.[O:12]1[CH2:17][CH2:16][CH2:15][CH2:14][NH:13]1.C(O[BH-](OC(=O)C)OC(=O)C)(=O)C.[Na+]. Product: [O:1]1[C:5]2([CH2:10][CH2:9][CH:8]([N:13]3[CH2:14][CH2:15][CH2:16][CH2:17][O:12]3)[CH2:7][CH2:6]2)[O:4][CH2:3][CH2:2]1. The catalyst class is: 10. (3) Reactant: F[C:2]1[CH:16]=[CH:15][C:5]([C:6]([C:8]2[CH:13]=[CH:12][CH:11]=[C:10]([CH3:14])[N:9]=2)=[O:7])=[CH:4][CH:3]=1.[N-:17]=[N+]=[N-].[Na+].O. Product: [NH2:17][C:2]1[CH:16]=[CH:15][C:5]([CH:6]([C:8]2[CH:13]=[CH:12][CH:11]=[C:10]([CH3:14])[N:9]=2)[OH:7])=[CH:4][CH:3]=1. The catalyst class is: 16. (4) Reactant: [C:1]([O:5][C:6](=[O:33])[CH2:7][C:8]1([CH2:25][C:26](=[O:32])[O:27][C:28]([CH3:31])([CH3:30])[CH3:29])[O:12][N:11]=[C:10]([C:13]2[CH:18]=[C:17]([OH:19])[CH:16]=[CH:15][C:14]=2[CH2:20][CH2:21][C:22]([OH:24])=[O:23])[CH2:9]1)([CH3:4])([CH3:3])[CH3:2].Br[CH2:35][C:36]1[CH:41]=[CH:40][CH:39]=[CH:38][CH:37]=1.C(N(CC)C(C)C)(C)C.Cl. Product: [C:28]([O:27][C:26](=[O:32])[CH2:25][C:8]1([CH2:7][C:6](=[O:33])[O:5][C:1]([CH3:3])([CH3:2])[CH3:4])[O:12][N:11]=[C:10]([C:13]2[CH:18]=[C:17]([OH:19])[CH:16]=[CH:15][C:14]=2[CH2:20][CH2:21][C:22]([O:24][CH2:35][C:36]2[CH:41]=[CH:40][CH:39]=[CH:38][CH:37]=2)=[O:23])[CH2:9]1)([CH3:31])([CH3:30])[CH3:29]. The catalyst class is: 3. (5) Reactant: CON(C)[C:4]([C:6]1[C:7]2[CH2:16][CH2:15][CH2:14][CH2:13][C:12](=[O:17])[C:8]=2[N:9]([CH3:11])[N:10]=1)=[O:5].[OH-:19].[Na+]. Product: [CH3:11][N:9]1[C:8]2[C:12](=[O:17])[CH2:13][CH2:14][CH2:15][CH2:16][C:7]=2[C:6]([C:4]([OH:5])=[O:19])=[N:10]1. The catalyst class is: 14. (6) Reactant: [F:1][C:2]1[CH:10]=[C:9]([O:11][CH2:12][CH2:13][CH2:14][N:15]2[CH2:20][CH2:19][CH2:18][CH2:17][CH2:16]2)[CH:8]=[CH:7][C:3]=1[C:4]([OH:6])=O.[NH2:21][CH2:22][CH2:23][N:24]1[CH2:29][CH2:28][CH2:27][CH2:26][CH2:25]1.C(Cl)CCl.C1C=CC2N(O)N=NC=2C=1.C(N(C(C)C)CC)(C)C. Product: [F:1][C:2]1[CH:10]=[C:9]([O:11][CH2:12][CH2:13][CH2:14][N:15]2[CH2:20][CH2:19][CH2:18][CH2:17][CH2:16]2)[CH:8]=[CH:7][C:3]=1[C:4]([NH:21][CH2:22][CH2:23][N:24]1[CH2:29][CH2:28][CH2:27][CH2:26][CH2:25]1)=[O:6]. The catalyst class is: 3.